This data is from Reaction yield outcomes from USPTO patents with 853,638 reactions. The task is: Predict the reaction yield, written as a fraction of the theoretical maximum amount of product (1.0 means a 100% yield; for example, 0.34 means a 34% yield). (1) The reactants are [Li+].[OH-].[Cl:3][C:4]1[CH:36]=[CH:35][CH:34]=[C:33]([Cl:37])[C:5]=1[C:6]([NH:8][C@H:9]([C:29]([O:31]C)=[O:30])[CH2:10][C:11]1[CH:16]=[CH:15][C:14]([O:17][CH2:18][CH2:19][CH2:20][NH:21][C:22]2[CH:27]=[CH:26][C:25]([CH3:28])=[CH:24][N:23]=2)=[CH:13][CH:12]=1)=[O:7]. The catalyst is CC(N(C)C)=O.O. The product is [Cl:3][C:4]1[CH:36]=[CH:35][CH:34]=[C:33]([Cl:37])[C:5]=1[C:6]([NH:8][C@H:9]([C:29]([OH:31])=[O:30])[CH2:10][C:11]1[CH:16]=[CH:15][C:14]([O:17][CH2:18][CH2:19][CH2:20][NH:21][C:22]2[CH:27]=[CH:26][C:25]([CH3:28])=[CH:24][N:23]=2)=[CH:13][CH:12]=1)=[O:7]. The yield is 0.480. (2) The reactants are CN1C=C(C2C=CC=C(NC(C3SC4CCCCC=4C=3)=O)C=2C)N=C([O-])C1=O.[Na+].Br[C:31]1[N:36]=[C:35]([NH:37][C:38]2[CH:43]=[CH:42][C:41]([CH:44]([N:50]3[CH2:55][CH2:54][N:53]([CH2:56][CH3:57])[CH2:52][CH2:51]3)[C:45]([O:47][CH2:48][CH3:49])=[O:46])=[CH:40][CH:39]=2)[C:34](=[O:58])[N:33]([CH3:59])[CH:32]=1.[CH3:60][C:61]1[C:66](C2OC(C)(C)C(C)(C)O2)=[CH:65][CH:64]=[CH:63][C:62]=1[NH:76][C:77]([C:79]1[S:83][C:82]2[CH2:84][CH2:85][CH2:86][CH2:87][CH2:88][C:81]=2[CH:80]=1)=[O:78]. No catalyst specified. The product is [CH2:56]([N:53]1[CH2:54][CH2:55][N:50]([CH:44]([C:41]2[CH:42]=[CH:43][C:38]([NH:37][C:35]3[C:34](=[O:58])[N:33]([CH3:59])[CH:32]=[C:31]([C:66]4[CH:65]=[CH:64][CH:63]=[C:62]([NH:76][C:77]([C:79]5[S:83][C:82]6[CH2:84][CH2:85][CH2:86][CH2:87][CH2:88][C:81]=6[CH:80]=5)=[O:78])[C:61]=4[CH3:60])[N:36]=3)=[CH:39][CH:40]=2)[C:45]([O:47][CH2:48][CH3:49])=[O:46])[CH2:51][CH2:52]1)[CH3:57]. The yield is 0.730. (3) The reactants are Br[C:2]1[N:3]=[C:4]2[C:10]([C:11]([NH:13][C:14]([CH3:17])([CH3:16])[CH3:15])=[O:12])=[CH:9][N:8]([CH2:18][O:19][CH2:20][CH2:21][Si:22]([CH3:25])([CH3:24])[CH3:23])[C:5]2=[N:6][CH:7]=1.[I-].[Na+].CN[C@@H]1CCCC[C@H]1NC.[CH3:38][O:39][C:40]1[CH:41]=[C:42]2[C:46](=[CH:47][CH:48]=1)[NH:45][N:44]=[CH:43]2.[O-]P([O-])([O-])=O.[K+].[K+].[K+]. The catalyst is C1(C)C=CC=CC=1.[Cu]I. The product is [C:14]([NH:13][C:11]([C:10]1[C:4]2[C:5](=[N:6][CH:7]=[C:2]([N:45]3[C:46]4[C:42](=[CH:41][C:40]([O:39][CH3:38])=[CH:48][CH:47]=4)[CH:43]=[N:44]3)[N:3]=2)[N:8]([CH2:18][O:19][CH2:20][CH2:21][Si:22]([CH3:25])([CH3:24])[CH3:23])[CH:9]=1)=[O:12])([CH3:17])([CH3:16])[CH3:15]. The yield is 0.130. (4) The reactants are [C:1]1([S:7]([C:10]2[CH:26]=[CH:25][C:13]([CH2:14][NH:15][CH2:16][C@@H:17]([C:19]3[CH:24]=[CH:23][CH:22]=[CH:21][CH:20]=3)[OH:18])=[CH:12][CH:11]=2)(=[O:9])=[O:8])[CH:6]=[CH:5][CH:4]=[CH:3][CH:2]=1.[C:27](O)(=O)C.C=O.C(O[BH-](OC(=O)C)OC(=O)C)(=O)C.[Na+]. The catalyst is C1COCC1.O. The product is [C:1]1([S:7]([C:10]2[CH:11]=[CH:12][C:13]([CH2:14][N:15]([CH3:27])[CH2:16][C@@H:17]([C:19]3[CH:20]=[CH:21][CH:22]=[CH:23][CH:24]=3)[OH:18])=[CH:25][CH:26]=2)(=[O:9])=[O:8])[CH:6]=[CH:5][CH:4]=[CH:3][CH:2]=1. The yield is 0.690.